This data is from TCR-epitope binding with 47,182 pairs between 192 epitopes and 23,139 TCRs. The task is: Binary Classification. Given a T-cell receptor sequence (or CDR3 region) and an epitope sequence, predict whether binding occurs between them. The epitope is YLNTLTLAV. The TCR CDR3 sequence is CASSQDGREDTEAFF. Result: 1 (the TCR binds to the epitope).